From a dataset of NCI-60 drug combinations with 297,098 pairs across 59 cell lines. Regression. Given two drug SMILES strings and cell line genomic features, predict the synergy score measuring deviation from expected non-interaction effect. (1) Drug 1: CC1=CC2C(CCC3(C2CCC3(C(=O)C)OC(=O)C)C)C4(C1=CC(=O)CC4)C. Drug 2: CS(=O)(=O)OCCCCOS(=O)(=O)C. Cell line: T-47D. Synergy scores: CSS=4.87, Synergy_ZIP=-3.08, Synergy_Bliss=-4.60, Synergy_Loewe=-7.45, Synergy_HSA=-6.08. (2) Drug 1: C1=CC(=C2C(=C1NCCNCCO)C(=O)C3=C(C=CC(=C3C2=O)O)O)NCCNCCO. Drug 2: C1=NNC2=C1C(=O)NC=N2. Cell line: HCT-15. Synergy scores: CSS=60.2, Synergy_ZIP=6.88, Synergy_Bliss=9.22, Synergy_Loewe=-57.2, Synergy_HSA=7.67. (3) Drug 1: C1C(C(OC1N2C=C(C(=O)NC2=O)F)CO)O. Drug 2: C1CN1C2=NC(=NC(=N2)N3CC3)N4CC4. Cell line: NCI/ADR-RES. Synergy scores: CSS=47.4, Synergy_ZIP=3.43, Synergy_Bliss=3.60, Synergy_Loewe=1.69, Synergy_HSA=0.152. (4) Drug 1: CC12CCC3C(C1CCC2=O)CC(=C)C4=CC(=O)C=CC34C. Drug 2: COC1=CC(=CC(=C1O)OC)C2C3C(COC3=O)C(C4=CC5=C(C=C24)OCO5)OC6C(C(C7C(O6)COC(O7)C8=CC=CS8)O)O. Cell line: SNB-19. Synergy scores: CSS=57.4, Synergy_ZIP=-1.30, Synergy_Bliss=-0.419, Synergy_Loewe=-7.37, Synergy_HSA=3.03.